This data is from Forward reaction prediction with 1.9M reactions from USPTO patents (1976-2016). The task is: Predict the product of the given reaction. (1) Given the reactants [OH:1][C@@H:2]([C@H:4]1[C:34](=[O:35])[N:6]2[C:7]([C:21]([O:23]CC3C=CC([N+]([O-])=O)=CC=3)=[O:22])=[C:8]([C:11]3[S:15][C:14]4=[C:16]([S:19][CH3:20])[N:17]=[CH:18][N:13]4[CH:12]=3)[C@H:9]([CH3:10])[C@H:5]12)[CH3:3].Br[CH2:37][C:38]1[CH:43]=[CH:42][CH:41]=[CH:40][N:39]=1, predict the reaction product. The product is: [OH:1][C@@H:2]([C@H:4]1[C:34](=[O:35])[N:6]2[C:7]([C:21]([O-:23])=[O:22])=[C:8]([C:11]3[S:15][C:14]4=[C:16]([S:19][CH3:20])[N:17]([CH2:37][C:38]5[CH:43]=[CH:42][CH:41]=[CH:40][N:39]=5)[CH:18]=[N+:13]4[CH:12]=3)[C@H:9]([CH3:10])[C@H:5]12)[CH3:3]. (2) Given the reactants C1(C2CC(O)C3C(=CC=C(O)C=3)O2)C=CC=CC=1.[Cl:19][C:20]1[CH:25]=[CH:24][CH:23]=[CH:22][C:21]=1[CH:26]1[CH2:35][C:34](=[O:36])[C:33]2[C:28](=[CH:29][CH:30]=[C:31]([OH:37])[CH:32]=2)[O:27]1, predict the reaction product. The product is: [Cl:19][C:20]1[CH:25]=[CH:24][CH:23]=[CH:22][C:21]=1[CH:26]1[CH2:35][CH:34]([OH:36])[C:33]2[C:28](=[CH:29][CH:30]=[C:31]([OH:37])[CH:32]=2)[O:27]1.